Predict the product of the given reaction. From a dataset of Forward reaction prediction with 1.9M reactions from USPTO patents (1976-2016). (1) Given the reactants C(OC(=O)[NH:7][CH2:8][C@@H:9]1[CH2:11][C@H:10]1[C:12]1[CH:13]=[C:14]([C:18]2[CH:23]=[CH:22][C:21]([C:24]#[N:25])=[CH:20][CH:19]=2)[CH:15]=[CH:16][CH:17]=1)(C)(C)C.C(O)(C(F)(F)F)=O.[ClH:34].CCOCC, predict the reaction product. The product is: [ClH:34].[NH2:7][CH2:8][C@@H:9]1[CH2:11][C@H:10]1[C:12]1[CH:13]=[C:14]([C:18]2[CH:19]=[CH:20][C:21]([C:24]#[N:25])=[CH:22][CH:23]=2)[CH:15]=[CH:16][CH:17]=1. (2) Given the reactants [Cl:1][C:2]1[C:11]2[C:6](=[CH:7][C:8]([C:12](F)(F)F)=[CH:9][CH:10]=2)[N:5]=[CH:4][CH:3]=1.[N:16]1[C:25]2[C:20](=[CH:21][CH:22]=[CH:23][CH:24]=2)[CH:19]=[CH:18][N:17]=1.[OH:26]S(O)(=O)=O.[OH2:31], predict the reaction product. The product is: [C:12]([C:8]1[CH:7]=[C:6]2[C:11]([C:2]([Cl:1])=[CH:3][CH:4]=[N:5]2)=[CH:10][CH:9]=1)([OH:26])=[O:31].[N:16]1[C:25]2[C:20](=[CH:21][CH:22]=[CH:23][CH:24]=2)[CH:19]=[CH:18][N:17]=1.